Dataset: Full USPTO retrosynthesis dataset with 1.9M reactions from patents (1976-2016). Task: Predict the reactants needed to synthesize the given product. Given the product [CH3:1][O:2][C:3]([C:5]1[N:6]=[C:7]2[C:12]([C:13]([F:16])([F:15])[F:14])=[CH:11][C:10]([Br:17])=[CH:9][N:8]2[C:18]=1[CH:30]=[O:31])=[O:4], predict the reactants needed to synthesize it. The reactants are: [CH3:1][O:2][C:3]([C:5]1[N:6]=[C:7]2[C:12]([C:13]([F:16])([F:15])[F:14])=[CH:11][C:10]([Br:17])=[CH:9][N:8]2[CH:18]=1)=[O:4].O=P(Cl)(Cl)Cl.Cl.[OH-].[Na+].CN([CH:30]=[O:31])C.